Task: Predict the reaction yield, written as a fraction of the theoretical maximum amount of product (1.0 means a 100% yield; for example, 0.34 means a 34% yield).. Dataset: Reaction yield outcomes from USPTO patents with 853,638 reactions (1) The reactants are [NH2:1][C@@H:2]1[CH2:7][CH2:6][C@H:5]([C:8]([OH:10])=[O:9])[CH2:4][CH2:3]1.CCN(C(C)C)C(C)C.F[C:21]1[CH:22]=[C:23]([CH:35]=[CH:36][C:37]=1[N+:38]([O-:40])=[O:39])[CH2:24][N:25]1[CH2:30][CH2:29][CH:28]([C:31]([OH:34])([CH3:33])[CH3:32])[CH2:27][CH2:26]1. The catalyst is C(#N)C. The product is [OH:34][C:31]([CH:28]1[CH2:29][CH2:30][N:25]([CH2:24][C:23]2[CH:35]=[CH:36][C:37]([N+:38]([O-:40])=[O:39])=[C:21]([NH:1][C@@H:2]3[CH2:7][CH2:6][C@H:5]([C:8]([OH:10])=[O:9])[CH2:4][CH2:3]3)[CH:22]=2)[CH2:26][CH2:27]1)([CH3:33])[CH3:32]. The yield is 1.43. (2) The reactants are [OH-].[Li+].[CH:3]1([O:6][C:7]2[N:8]=[CH:9][C:10]([C:13]([O:15]C)=[O:14])=[N:11][CH:12]=2)[CH2:5][CH2:4]1.Cl. The catalyst is O1CCCC1.O. The product is [CH:3]1([O:6][C:7]2[N:8]=[CH:9][C:10]([C:13]([OH:15])=[O:14])=[N:11][CH:12]=2)[CH2:4][CH2:5]1. The yield is 0.970. (3) The reactants are [Cl:1][C:2]1[CH:3]=[C:4]([CH:24]=[CH:25][CH:26]=1)[CH2:5][O:6][C:7]1[CH:16]=[C:15]2[C:10]([CH:11]=[C:12]([CH2:18][C:19](OCC)=[O:20])[C:13](=[O:17])[NH:14]2)=[CH:9][CH:8]=1.[NH3:27]. The catalyst is CO. The product is [Cl:1][C:2]1[CH:3]=[C:4]([CH:24]=[CH:25][CH:26]=1)[CH2:5][O:6][C:7]1[CH:16]=[C:15]2[C:10]([CH:11]=[C:12]([CH2:18][C:19]([NH2:27])=[O:20])[C:13](=[O:17])[NH:14]2)=[CH:9][CH:8]=1. The yield is 0.740. (4) The reactants are S(Cl)(Cl)=O.CC1C=CC(C)=CC=1C(O)=O.CC1C=CC(C)=CC=1C(Cl)=O.[CH3:27][O:28][C:29]1[CH:30]=[C:31]2[C:36](=[CH:37][C:38]=1[O:39][CH3:40])[N:35]=[CH:34][CH:33]=[C:32]2[O:41][C:42]1[CH:48]=[CH:47][C:45]([NH2:46])=[CH:44][CH:43]=1.[CH3:49][C:50]1[CH:55]=[CH:54][C:53]([CH3:56])=[CH:52][C:51]=1[C:57]([N:59]=[C:60]=[S:61])=[O:58]. The catalyst is C1(C)C=CC=CC=1.C(O)C. The product is [CH3:27][O:28][C:29]1[CH:30]=[C:31]2[C:36](=[CH:37][C:38]=1[O:39][CH3:40])[N:35]=[CH:34][CH:33]=[C:32]2[O:41][C:42]1[CH:48]=[CH:47][C:45]([NH:46][C:60]([NH:59][C:57](=[O:58])[C:51]2[CH:52]=[C:53]([CH3:56])[CH:54]=[CH:55][C:50]=2[CH3:49])=[S:61])=[CH:44][CH:43]=1. The yield is 0.910. (5) The reactants are [NH:1]([C:5]1[CH:9]=[CH:8][O:7][C:6]=1[C:10]([O:12]CC)=O)[C:2]([NH2:4])=[O:3].[OH-].[Na+].Cl. The catalyst is CO. The product is [N:1]1[C:5]2[CH:9]=[CH:8][O:7][C:6]=2[C:10]([OH:12])=[N:4][C:2]=1[OH:3]. The yield is 0.910. (6) The reactants are O[CH2:2][CH2:3][CH2:4][C:5]1[C:6](=[O:19])[N:7]=[C:8](/[CH:11]=[CH:12]/[C:13]2[CH:18]=[CH:17][CH:16]=[CH:15][CH:14]=2)[NH:9][CH:10]=1.C1(P(C2C=CC=CC=2)C2C=CC=CC=2)C=CC=CC=1.N(C(OCC)=O)=NC(OCC)=O. The catalyst is C1COCC1. The product is [C:13]1(/[CH:12]=[CH:11]/[C:8]2[N:9]=[CH:10][C:5]3[CH2:4][CH2:3][CH2:2][O:19][C:6]=3[N:7]=2)[CH:14]=[CH:15][CH:16]=[CH:17][CH:18]=1. The yield is 0.840.